From a dataset of Forward reaction prediction with 1.9M reactions from USPTO patents (1976-2016). Predict the product of the given reaction. (1) Given the reactants [Cl:1][C:2]1[CH:3]=[N:4][C:5]2[NH:6][C:7]3[CH:8]=[N:9][CH:10]=[C:11]([CH:25]=3)[CH2:12][CH2:13][C:14]3[CH:22]=[C:18]([NH:19][C:20]=1[N:21]=2)[CH:17]=[CH:16][C:15]=3[O:23]C.B(Br)(Br)Br.C(=O)(O)[O-].[Na+], predict the reaction product. The product is: [Cl:1][C:2]1[CH:3]=[N:4][C:5]2[NH:6][C:7]3[CH:8]=[N:9][CH:10]=[C:11]([CH:25]=3)[CH2:12][CH2:13][C:14]3[CH:22]=[C:18]([NH:19][C:20]=1[N:21]=2)[CH:17]=[CH:16][C:15]=3[OH:23]. (2) Given the reactants Cl.[Br:2][C:3]1[CH:14]=[N:13][C:6]2[NH:7][C:8](=O)[CH2:9][NH:10][CH2:11][C:5]=2[CH:4]=1.[H-].[H-].[H-].[H-].[Li+].[Al+3], predict the reaction product. The product is: [Br:2][C:3]1[CH:14]=[N:13][C:6]2[NH:7][CH2:8][CH2:9][NH:10][CH2:11][C:5]=2[CH:4]=1.